From a dataset of Forward reaction prediction with 1.9M reactions from USPTO patents (1976-2016). Predict the product of the given reaction. (1) Given the reactants [Br:1][C:2]1[CH:7]=[CH:6][C:5]([NH:8][C:9](=[O:12])[CH2:10]Cl)=[CH:4][CH:3]=1.[NH:13]1[CH2:17][CH2:16][CH2:15][CH2:14]1, predict the reaction product. The product is: [Br:1][C:2]1[CH:7]=[CH:6][C:5]([NH:8][C:9](=[O:12])[CH2:10][N:13]2[CH2:17][CH2:16][CH2:15][CH2:14]2)=[CH:4][CH:3]=1. (2) Given the reactants [NH2:1][C:2]1[N:6]([C:7]2[CH:12]=[CH:11][CH:10]=[CH:9][CH:8]=2)[N:5]=[C:4]([O:13][CH2:14][C@H:15]([NH:17][C:18](=[O:24])[O:19][C:20]([CH3:23])([CH3:22])[CH3:21])[CH3:16])[C:3]=1[CH3:25].C1(C2C=CC([CH2:35][O:36]C)=CC=2CN)CC1.[CH3:40][O:41][CH2:42][C:43]1[CH:44]=[CH:45][C:46]([O:51][C:52]([F:55])([F:54])[F:53])=[C:47]([CH2:49][NH2:50])[CH:48]=1, predict the reaction product. The product is: [CH3:40][O:41][CH2:42][C:43]1[CH:44]=[CH:45][C:46]([O:51][C:52]([F:53])([F:54])[F:55])=[C:47]([CH:48]=1)[CH2:49][NH:50][C:35](=[O:36])[NH:1][C:2]1[N:6]([C:7]2[CH:8]=[CH:9][CH:10]=[CH:11][CH:12]=2)[N:5]=[C:4]([O:13][CH2:14][C@H:15]([NH:17][C:18](=[O:24])[O:19][C:20]([CH3:21])([CH3:23])[CH3:22])[CH3:16])[C:3]=1[CH3:25]. (3) Given the reactants [O:1]1[CH:6]2[CH2:7][NH:8][CH2:9][CH:5]2[O:4][CH2:3][CH2:2]1.[Cl:10][C:11]1[CH:12]=[C:13]([NH:18][C:19]2[C:28]3[C:23](=[CH:24][C:25]([O:34][CH3:35])=[C:26]([O:29][CH2:30][CH2:31][CH2:32]Cl)[CH:27]=3)[N:22]=[CH:21][N:20]=2)[CH:14]=[CH:15][C:16]=1[F:17].C([O-])([O-])=O.[K+].[K+], predict the reaction product. The product is: [Cl:10][C:11]1[CH:12]=[C:13]([NH:18][C:19]2[C:28]3[C:23](=[CH:24][C:25]([O:34][CH3:35])=[C:26]([O:29][CH2:30][CH2:31][CH2:32][N:8]4[CH2:7][CH:6]5[O:1][CH2:2][CH2:3][O:4][CH:5]5[CH2:9]4)[CH:27]=3)[N:22]=[CH:21][N:20]=2)[CH:14]=[CH:15][C:16]=1[F:17]. (4) Given the reactants [Cl:1][C:2]1[CH:3]=[CH:4][C:5]([NH:8][C:9](=[O:17])[C:10]2[CH:15]=[CH:14][CH:13]=[CH:12][C:11]=2[NH2:16])=[N:6][CH:7]=1.[I:18]I, predict the reaction product. The product is: [NH2:16][C:11]1[CH:12]=[CH:13][C:14]([I:18])=[CH:15][C:10]=1[C:9]([NH:8][C:5]1[CH:4]=[CH:3][C:2]([Cl:1])=[CH:7][N:6]=1)=[O:17]. (5) Given the reactants [C:1]([OH:9])(=O)[C:2]1[CH:7]=[CH:6][CH:5]=[CH:4][CH:3]=1.C(N(C(C)C)CC)(C)C.[NH2:19][C:20]1[S:21][C:22]([C:26]2[CH:27]=[C:28]([NH:33][S:34]([CH3:37])(=[O:36])=[O:35])[C:29]([Cl:32])=[N:30][CH:31]=2)=[C:23]([CH3:25])[N:24]=1, predict the reaction product. The product is: [Cl:32][C:29]1[N:30]=[CH:31][C:26]([C:22]2[S:21][C:20]([NH:19][C:1](=[O:9])[C:2]3[CH:3]=[CH:4][CH:5]=[CH:6][CH:7]=3)=[N:24][C:23]=2[CH3:25])=[CH:27][C:28]=1[NH:33][S:34]([CH3:37])(=[O:36])=[O:35]. (6) Given the reactants [C@H:1]12[NH:8][C@H:5]([CH2:6][CH2:7]1)[CH2:4][CH2:3][CH:2]2[C:9]([O:11][CH3:12])=[O:10].[F:13][C:14]1[CH:21]=[CH:20][CH:19]=[CH:18][C:15]=1[CH2:16]Br.C(N(CC)C(C)C)(C)C, predict the reaction product. The product is: [F:13][C:14]1[CH:21]=[CH:20][CH:19]=[CH:18][C:15]=1[CH2:16][N:8]1[C@@H:5]2[CH2:6][CH2:7][C@H:1]1[CH:2]([C:9]([O:11][CH3:12])=[O:10])[CH2:3][CH2:4]2. (7) Given the reactants C(O[C:6]1[C:11]([F:12])=[CH:10][N:9]=[C:8]([CH:13]([CH:16]2[CH2:18][CH2:17]2)[C:14]#[N:15])[C:7]=1[O:19][CH3:20])(C)(C)C.FC(F)(F)C(O)=O.[Cl:28]CCl, predict the reaction product. The product is: [Cl:28][C:6]1[C:11]([F:12])=[CH:10][N:9]=[C:8]([CH:13]([CH:16]2[CH2:18][CH2:17]2)[C:14]#[N:15])[C:7]=1[O:19][CH3:20].